Dataset: Full USPTO retrosynthesis dataset with 1.9M reactions from patents (1976-2016). Task: Predict the reactants needed to synthesize the given product. Given the product [CH2:1]1[CH2:10][C@H:9]2[N:4]([CH2:5][C@@H:6]3[C@@H:13]4[CH2:14][CH2:15][CH2:16][CH2:17][N:12]4[CH2:11][C@H:8]2[CH2:7]3)[CH2:3][CH2:2]1, predict the reactants needed to synthesize it. The reactants are: [CH2:1]1[CH2:10][C@@H:9]2[N:4]([CH2:5][C@H:6]3[C@H:13]4[CH2:14][CH2:15][CH2:16][C:17](=O)[N:12]4[CH2:11][C@@H:8]2[CH2:7]3)[CH2:3][CH2:2]1.[BH4-].[Na+].II.[OH-].[OH-].[K+].